This data is from Catalyst prediction with 721,799 reactions and 888 catalyst types from USPTO. The task is: Predict which catalyst facilitates the given reaction. (1) The catalyst class is: 24. Reactant: C([O:3][C:4]([C:6]1[N:11]2[CH:12]=[N:13][C:14]([C:15]3[CH:20]=[CH:19][C:18]([F:21])=[CH:17][CH:16]=3)=[C:10]2[CH:9]=[CH:8][CH:7]=1)=[O:5])C.[OH-].[K+]. Product: [F:21][C:18]1[CH:17]=[CH:16][C:15]([C:14]2[N:13]=[CH:12][N:11]3[C:6]([C:4]([OH:5])=[O:3])=[CH:7][CH:8]=[CH:9][C:10]=23)=[CH:20][CH:19]=1. (2) Reactant: [C:1]([O:5][C:6]([N:8]1[CH2:13][CH2:12][CH:11]([CH2:14][CH2:15][CH2:16][OH:17])[CH2:10][CH2:9]1)=[O:7])([CH3:4])([CH3:3])[CH3:2].ClCCl.[CH3:21][S:22](Cl)(=[O:24])=[O:23]. Product: [C:1]([O:5][C:6]([N:8]1[CH2:13][CH2:12][CH:11]([CH2:14][CH2:15][CH2:16][O:17][S:22]([CH3:21])(=[O:24])=[O:23])[CH2:10][CH2:9]1)=[O:7])([CH3:4])([CH3:3])[CH3:2]. The catalyst class is: 5. (3) Reactant: O1CCCC1.COC(C)(C)C.[CH:12]1([N:19]2[CH2:24][CH2:23][N:22]([C:25]([O:27][CH:28]3[C:29]([O:83][CH:84]([O:86][CH2:87][CH3:88])[CH3:85])([CH3:82])[CH2:30][CH2:31][CH:32]([O:74][Si](CC)(CC)CC)[CH2:33][C:34]([O:36][CH:37](/[C:42](/[CH3:73])=[CH:43]/[CH:44]=[CH:45]/[C:46]([CH3:72])([O:64][Si](CC)(CC)CC)[CH2:47][CH:48]4[O:63][CH:49]4[CH:50]([CH3:62])[CH:51]([O:54][Si](CC)(CC)CC)[CH2:52][CH3:53])[CH:38]([CH3:41])[CH:39]=[CH:40]3)=[O:35])=[O:26])[CH2:21][CH2:20]2)[CH2:18][CH2:17][CH2:16][CH2:15][CH2:14][CH2:13]1.[F-].C([N+](CCCC)(CCCC)CCCC)CCC. Product: [CH:12]1([N:19]2[CH2:24][CH2:23][N:22]([C:25]([O:27][CH:28]3[C:29]([O:83][CH:84]([O:86][CH2:87][CH3:88])[CH3:85])([CH3:82])[CH2:30][CH2:31][CH:32]([OH:74])[CH2:33][C:34]([O:36][CH:37](/[C:42](/[CH3:73])=[CH:43]/[CH:44]=[CH:45]/[C:46]([OH:64])([CH3:72])[CH2:47][CH:48]4[O:63][CH:49]4[CH:50]([CH3:62])[CH:51]([OH:54])[CH2:52][CH3:53])[CH:38]([CH3:41])[CH:39]=[CH:40]3)=[O:35])=[O:26])[CH2:21][CH2:20]2)[CH2:18][CH2:17][CH2:16][CH2:15][CH2:14][CH2:13]1. The catalyst class is: 6. (4) Reactant: [CH3:1][C:2]1([CH3:21])[O:7][CH2:6][C:5](=[CH:8][CH2:9][N:10]2[CH:18]=[N:17][C:16]3[C:11]2=[N:12][C:13]([NH2:20])=[N:14][C:15]=3Cl)[CH2:4][O:3]1.C(N(CC)CC)C. Product: [NH2:20][C:13]1[N:12]=[C:11]2[C:16]([N:17]=[CH:18][N:10]2[CH2:9][CH2:8][CH:5]2[CH2:6][O:7][C:2]([CH3:21])([CH3:1])[O:3][CH2:4]2)=[CH:15][N:14]=1. The catalyst class is: 153. (5) Reactant: [CH2:1]([O:3][C:4]1[CH:5]=[C:6]([CH:9]=[CH:10][C:11]=1[OH:12])[CH2:7][OH:8])[CH3:2].[CH3:13][CH:14]([CH3:24])[CH2:15][CH2:16][CH2:17][CH2:18][CH2:19][CH2:20][C:21](O)=[O:22].O. Product: [CH3:13][CH:14]([CH3:24])[CH2:15][CH2:16][CH2:17][CH2:18][CH2:19][CH2:20][C:21]([O:8][CH2:7][C:6]1[CH:9]=[CH:10][C:11]([OH:12])=[C:4]([O:3][CH2:1][CH3:2])[CH:5]=1)=[O:22]. The catalyst class is: 81. (6) Reactant: [CH3:1][N:2]1[CH:6]=[C:5]([C:7]2[CH:12]=[CH:11][N:10]=[CH:9][CH:8]=2)[C:4]([C:13]2[CH:18]=[CH:17][C:16]([C:19]#[C:20][Si](C)(C)C)=[CH:15][CH:14]=2)=[N:3]1.CCCC[N+](CCCC)(CCCC)CCCC.[F-].C1COCC1. Product: [C:19]([C:16]1[CH:15]=[CH:14][C:13]([C:4]2[C:5]([C:7]3[CH:8]=[CH:9][N:10]=[CH:11][CH:12]=3)=[CH:6][N:2]([CH3:1])[N:3]=2)=[CH:18][CH:17]=1)#[CH:20]. The catalyst class is: 721. (7) Reactant: [F:1][C:2]([F:21])([F:20])[C:3]([N:5]1[CH2:11][CH:10]([CH3:12])[C:9]2[CH:13]=[C:14]([Cl:19])[C:15]([O:17]C)=[CH:16][C:8]=2[CH2:7][CH2:6]1)=[O:4].B(Br)(Br)Br. Product: [F:20][C:2]([F:1])([F:21])[C:3]([N:5]1[CH2:11][CH:10]([CH3:12])[C:9]2[CH:13]=[C:14]([Cl:19])[C:15]([OH:17])=[CH:16][C:8]=2[CH2:7][CH2:6]1)=[O:4]. The catalyst class is: 4.